Dataset: Full USPTO retrosynthesis dataset with 1.9M reactions from patents (1976-2016). Task: Predict the reactants needed to synthesize the given product. (1) Given the product [CH3:1][C:2]1[C:7]([CH3:8])=[C:6]([CH:5]=[CH:4][N:3]=1)[C:16]#[N:17], predict the reactants needed to synthesize it. The reactants are: [CH3:1][C:2]1[C:7]([CH3:8])=[CH:6][CH:5]=[CH:4][N+:3]=1[O-].S([O-])(OC)(=O)=O.[C-:16]#[N:17].[K+]. (2) Given the product [C:31]([SiH2:30][O:29][C:28]([CH3:35])([CH3:36])[C:23]1[CH:24]=[C:25]2[C:20](=[CH:21][CH:22]=1)[CH:19]=[C:18]([C:16]1[O:17][C:12]([CH2:11][S:10][CH2:9][CH2:8][O:1][C:2]3[CH:7]=[CH:6][CH:5]=[CH:4][CH:3]=3)=[N:14][N:15]=1)[CH:27]=[CH:26]2)([CH3:34])([CH3:33])[CH3:32], predict the reactants needed to synthesize it. The reactants are: [O:1]([CH2:8][CH2:9][S:10][CH2:11][C:12]([NH:14][NH:15][C:16]([C:18]1[CH:27]=[CH:26][C:25]2[C:20](=[CH:21][CH:22]=[C:23]([C:28]([CH3:36])([CH3:35])[O:29][SiH2:30][C:31]([CH3:34])([CH3:33])[CH3:32])[CH:24]=2)[CH:19]=1)=[O:17])=O)[C:2]1[CH:7]=[CH:6][CH:5]=[CH:4][CH:3]=1.CN(C)CC1OC2C=C(C3OC(CSCCOC4C=CC=CC=4)=NN=3)C=CC=2C=1. (3) Given the product [CH3:20][CH:21]([CH3:26])[CH2:22][C:2]1[CH:3]=[C:4]([C:9]2[C:18]([CH3:19])=[N:17][C:16]3[C:11](=[CH:12][CH:13]=[CH:14][CH:15]=3)[N:10]=2)[CH:5]=[C:6]([CH2:42][CH:43]([CH3:48])[CH3:44])[CH:7]=1, predict the reactants needed to synthesize it. The reactants are: Cl[C:2]1[CH:3]=[C:4]([C:9]2[C:18]([CH3:19])=[N:17][C:16]3[C:11](=[CH:12][CH:13]=[CH:14][CH:15]=3)[N:10]=2)[CH:5]=[C:6](Cl)[CH:7]=1.[CH3:20][CH:21]([CH3:26])[CH2:22]B(O)O.P([O-])([O-])([O-])=O.[K+].[K+].[K+].C1(P(C2CCCCC2)[C:42]2C=CC=[CH:44][C:43]=2[C:48]2C(OC)=CC=CC=2OC)CCCCC1. (4) Given the product [CH3:1][C:2]1([CH3:17])[CH2:3][CH:4]([C:6]([C:8]2[CH:9]=[CH:10][C:11]([C:12]([O:14][C:2]([CH3:5])([CH3:3])[CH3:1])=[O:13])=[CH:15][CH:16]=2)=[O:7])[CH2:5]1, predict the reactants needed to synthesize it. The reactants are: [CH3:1][C:2]1([CH3:17])[CH2:5][CH:4]([C:6]([C:8]2[CH:16]=[CH:15][C:11]([C:12]([OH:14])=[O:13])=[CH:10][CH:9]=2)=[O:7])[CH2:3]1. (5) Given the product [OH:48][C:49]1[CH:73]=[C:72]([CH:71]=[CH:70][C:50]=1[C:51](=[O:52])[NH:53][C:54]1[CH:63]=[C:62]([C:64]2[CH:69]=[CH:68][CH:67]=[CH:66][CH:65]=2)[CH:61]=[CH:60][C:55]=1[C:56]([O:58][CH3:59])=[O:57])[O:14][CH:11]1[CH2:12][CH2:13][N:8]([C:6]([O:5][C:1]([CH3:4])([CH3:2])[CH3:3])=[O:7])[CH2:9][CH2:10]1, predict the reactants needed to synthesize it. The reactants are: [C:1]([O:5][C:6]([N:8]1[CH2:13][CH2:12][CH:11]([OH:14])[CH2:10][CH2:9]1)=[O:7])([CH3:4])([CH3:3])[CH3:2].C1(P(C2C=CC=CC=2)C2C=CC=CC=2)C=CC=CC=1.N(C(OC(C)C)=O)=NC(OC(C)C)=O.[OH:48][C:49]1[CH:73]=[C:72](O)[CH:71]=[CH:70][C:50]=1[C:51]([NH:53][C:54]1[CH:63]=[C:62]([C:64]2[CH:69]=[CH:68][CH:67]=[CH:66][CH:65]=2)[CH:61]=[CH:60][C:55]=1[C:56]([O:58][CH3:59])=[O:57])=[O:52]. (6) Given the product [CH3:19][O:18][C:14]1[C:13]([CH2:20][CH2:21][CH3:22])=[CH:12][C:11]([N:23]2[CH2:28][CH2:27][N:26]([CH3:29])[CH2:25][CH2:24]2)=[C:10]2[C:15]=1[CH2:16][CH2:17][NH:8][CH2:9]2, predict the reactants needed to synthesize it. The reactants are: C(OC([N:8]1[CH2:17][CH2:16][C:15]2[C:10](=[C:11]([N:23]3[CH2:28][CH2:27][N:26]([CH3:29])[CH2:25][CH2:24]3)[CH:12]=[C:13]([CH2:20][CH2:21][CH3:22])[C:14]=2[O:18][CH3:19])[CH2:9]1)=O)(C)(C)C.C(O)(C(F)(F)F)=O. (7) Given the product [Br:1][C:2]1[CH:3]=[C:4]([CH2:9][CH2:10][CH2:11][C:12]([OH:16])=[O:13])[CH:5]=[CH:6][C:7]=1[Cl:8], predict the reactants needed to synthesize it. The reactants are: [Br:1][C:2]1[CH:3]=[C:4]([CH2:9][CH2:10][CH2:11][CH2:12][OH:13])[CH:5]=[CH:6][C:7]=1[Cl:8].CC(C)=[O:16].OS(O)(=O)=O.O=[Cr](=O)=O.CC(O)C.